Dataset: Catalyst prediction with 721,799 reactions and 888 catalyst types from USPTO. Task: Predict which catalyst facilitates the given reaction. (1) Reactant: [NH2:1][C@@H:2]1[CH2:7][CH2:6][C@H:5]([N:8]2[C:12]3[N:13]=[CH:14][N:15]=[C:16]([NH2:17])[C:11]=3[C:10]([C:18]3[CH:23]=[CH:22][CH:21]=[C:20]([O:24][CH2:25][C:26]4[CH:31]=[CH:30][CH:29]=[CH:28][CH:27]=4)[CH:19]=3)=[CH:9]2)[CH2:4][CH2:3]1.Br[C:33]1[N:38]=[CH:37][CH:36]=[CH:35][N:34]=1.C(NCC)C. Product: [CH2:25]([O:24][C:20]1[CH:19]=[C:18]([C:10]2[C:11]3[C:16]([NH2:17])=[N:15][CH:14]=[N:13][C:12]=3[N:8]([C@H:5]3[CH2:4][CH2:3][C@@H:2]([NH:1][C:33]4[N:38]=[CH:37][CH:36]=[CH:35][N:34]=4)[CH2:7][CH2:6]3)[CH:9]=2)[CH:23]=[CH:22][CH:21]=1)[C:26]1[CH:27]=[CH:28][CH:29]=[CH:30][CH:31]=1. The catalyst class is: 9. (2) Reactant: [CH2:1]([C:3]1[CH:4]=[C:5]([O:9][CH2:10][CH2:11][CH2:12][C:13]([O:15][CH2:16][CH3:17])=[O:14])[CH:6]=[CH:7][CH:8]=1)[CH3:2].C1C(=O)N([Br:25])C(=O)C1.O. Product: [Br:25][C:8]1[CH:7]=[CH:6][C:5]([O:9][CH2:10][CH2:11][CH2:12][C:13]([O:15][CH2:16][CH3:17])=[O:14])=[CH:4][C:3]=1[CH2:1][CH3:2]. The catalyst class is: 10. (3) Reactant: [C:1]([N:4]([CH3:25])[NH:5][C:6]([C@H:8]1[CH2:14][CH2:13][C@H:12]2[CH2:15][N:9]1[C:10](=[O:24])[N:11]2[O:16]CC1C=CC=CC=1)=[O:7])(=[O:3])[CH3:2].[H][H]. Product: [C:1]([N:4]([CH3:25])[NH:5][C:6]([C@H:8]1[CH2:14][CH2:13][C@H:12]2[CH2:15][N:9]1[C:10](=[O:24])[N:11]2[OH:16])=[O:7])(=[O:3])[CH3:2]. The catalyst class is: 19. (4) Reactant: [NH2:1][C@@:2]12[N:9]([CH3:10])[C@@H:6]([CH2:7][CH2:8]1)[CH2:5][CH2:4][CH2:3]2.ClC(Cl)C.[F:15][C:16]([F:21])([F:20])[C:17]([OH:19])=[O:18]. Product: [OH:19][C:17]([C:16]([F:21])([F:20])[F:15])=[O:18].[NH2:1][C@@:2]12[N:9]([CH3:10])[C@@H:6]([CH2:7][CH2:8]1)[CH2:5][CH2:4][CH2:3]2. The catalyst class is: 72. (5) Reactant: C[O:2][C:3]([C:5]1([CH2:11][CH2:12][CH2:13][NH:14][C:15]2[CH:20]=[CH:19][C:18]([N:21]3[CH2:25][CH2:24][C@H:23]([N:26]4[CH2:30][CH2:29][CH2:28][C@@H:27]4[CH3:31])[CH2:22]3)=[CH:17][C:16]=2[F:32])[CH2:10][CH2:9][O:8][CH2:7][CH2:6]1)=O.[Li]CCCC. Product: [F:32][C:16]1[CH:17]=[C:18]([N:21]2[CH2:25][CH2:24][C@H:23]([N:26]3[CH2:30][CH2:29][CH2:28][C@@H:27]3[CH3:31])[CH2:22]2)[CH:19]=[CH:20][C:15]=1[N:14]1[CH2:13][CH2:12][CH2:11][C:5]2([CH2:10][CH2:9][O:8][CH2:7][CH2:6]2)[C:3]1=[O:2]. The catalyst class is: 1. (6) Reactant: [CH2:1]([O:8][C@@H:9]1[C@@H:21]([O:22]CC2C=CC(OC)=CC=2)[C@H:20]([O:32][CH2:33][C:34]2[CH:39]=[CH:38][CH:37]=[CH:36][CH:35]=2)[C@@H:19]([CH2:40][O:41][CH2:42][C:43]2[CH:48]=[CH:47][CH:46]=[CH:45][CH:44]=2)[O:18][C@H:10]1[S:11][C:12]1[CH:17]=[CH:16][CH:15]=[CH:14][CH:13]=1)[C:2]1[CH:7]=[CH:6][CH:5]=[CH:4][CH:3]=1.C(C1C(=O)C(Cl)=C(Cl)C(=O)C=1C#N)#N. Product: [CH2:1]([O:8][C@@H:9]1[C@@H:21]([OH:22])[C@H:20]([O:32][CH2:33][C:34]2[CH:35]=[CH:36][CH:37]=[CH:38][CH:39]=2)[C@@H:19]([CH2:40][O:41][CH2:42][C:43]2[CH:48]=[CH:47][CH:46]=[CH:45][CH:44]=2)[O:18][C@H:10]1[S:11][C:12]1[CH:13]=[CH:14][CH:15]=[CH:16][CH:17]=1)[C:2]1[CH:7]=[CH:6][CH:5]=[CH:4][CH:3]=1. The catalyst class is: 34. (7) Reactant: [NH2:1][C:2]1[S:3][CH:4]=[C:5]([CH2:11][O:12][CH2:13][O:14][CH3:15])[C:6]=1[S:7]([NH2:10])(=[O:9])=[O:8].CS[C:18](SC)=[C:19]1[C:28](=[O:29])[C:27]2[C:22](=[N:23][CH:24]=[CH:25][CH:26]=2)[N:21]([CH2:30][CH2:31][CH2:32][CH3:33])[C:20]1=[O:34]. Product: [CH2:30]([N:21]1[C:22]2[C:27](=[CH:26][CH:25]=[CH:24][N:23]=2)[C:28]([OH:29])=[C:19]([C:18]2[NH:1][C:2]3[S:3][CH:4]=[C:5]([CH2:11][O:12][CH2:13][O:14][CH3:15])[C:6]=3[S:7](=[O:8])(=[O:9])[N:10]=2)[C:20]1=[O:34])[CH2:31][CH2:32][CH3:33]. The catalyst class is: 11. (8) Reactant: [Cl:1][C:2]1[C:3]([F:38])=[C:4]([C@@H:8]2[C@:12]([C:15]3[CH:20]=[CH:19][C:18]([Cl:21])=[CH:17][C:16]=3[F:22])([C:13]#[N:14])[C@H:11]([CH2:23][C:24]([CH3:27])([CH3:26])[CH3:25])[NH:10][C@H:9]2[C:28]([NH:30][C:31]2[CH:36]=[CH:35][C:34](I)=[CH:33][N:32]=2)=[O:29])[CH:5]=[CH:6][CH:7]=1.CN(C=O)C.[C:44](=O)([O-:46])[O-:45].[K+].[K+]. Product: [Cl:21][C:18]1[CH:19]=[CH:20][C:15]([C@@:12]2([C:13]#[N:14])[C@H:11]([CH2:23][C:24]([CH3:26])([CH3:25])[CH3:27])[NH:10][C@@H:9]([C:28]([NH:30][C:31]3[CH:36]=[CH:35][C:34]([C:44]([OH:46])=[O:45])=[CH:33][N:32]=3)=[O:29])[C@@H:8]2[C:4]2[CH:5]=[CH:6][CH:7]=[C:2]([Cl:1])[C:3]=2[F:38])=[C:16]([F:22])[CH:17]=1. The catalyst class is: 713.